From a dataset of Experimentally validated miRNA-target interactions with 360,000+ pairs, plus equal number of negative samples. Binary Classification. Given a miRNA mature sequence and a target amino acid sequence, predict their likelihood of interaction. (1) The miRNA is hsa-miR-423-5p with sequence UGAGGGGCAGAGAGCGAGACUUU. The protein sequence of the target gene is MEYMAESTDRSPGHILCCECGVPISPNPANICVACLRSKVDISQGIPKQVSISFCKQCQRYFQPPGTWIQCALESRELLALCLKKIKAPLSKVRLVDAGFVWTEPHSKRLKVKLTIQKEVMNGAILQQVFVVDYVVQSQMCGDCHRVEAKDFWKAVIQVRQKTLHKKTFYYLEQLILKYGMHQNTLRIKEIHDGLDFYYSSKQHAQKMVEFLQCTVPCRYKASQRLISQDIHSNTYNYKSTFSVEIVPICKDNVVCLSPKLAQSLGNMNQICVCIRVTSAIHLIDPNTLQVADIDGSTFW.... Result: 1 (interaction). (2) The miRNA is hsa-miR-223-3p with sequence UGUCAGUUUGUCAAAUACCCCA. The protein sequence of the target gene is MQAACWYVLLLLQPTVYLVTCANLTNGGKSELLKSGSSKSTLKHIWTESSKDLSISRLLSQTFRGKENDTDLDLRYDTPEPYSEQDLWDWLRNSTDLQEPRPRAKRRPIVKTGKFKKMFGWGDFHSNIKTVKLNLLITGKIVDHGNGTFSVYFRHNSTGQGNVSVSLVPPTKIVEFDLAQQTVIDAKDSKSFNCRIEYEKVDKATKNTLCNYDPSKTCYQEQTQSHVSWLCSKPFKVICIYISFYSTDYKLVQKVCPDYNYHSDTPYFPSG. Result: 0 (no interaction). (3) The miRNA is mmu-miR-7b-5p with sequence UGGAAGACUUGUGAUUUUGUUGUU. The protein sequence of the target gene is MNVSDGGRRRFEDNEHTLRIYPGTISEGTIYCPIPARKNSTAAEVIDSLINRLHLDKTKCYVLAEVKEFGGEEWILNPTDCPVQRMMLWPRMALENRLSGEDYRFLLREKNLDGSIHYGSLQSWLRVTEERRRMMERGFLPQPQQKDFDDLCSLPDLNEKTLLENLRNRFKHEKIYTYVGSILIAINPFKFLPIYNPKYVKMYDNHQLGKLEPHIYAVADVAYHAMLQRKKNQCIVISGESGSGKTQSTNFLIHHLTALSQKGFASGVEQIILGAGPVLEAFGNAKTAHNNNSSRFGKFI.... Result: 1 (interaction). (4) The miRNA is hsa-miR-3692-5p with sequence CCUGCUGGUCAGGAGUGGAUACUG. The protein sequence of the target gene is MASPVAIAAQAGKLLRERALRPLLAVRSQAGHLTPRRWLNLQEYQSKKLMSEHGVRVQRFFVANTAKEALEAAKRLNAKEIVLKAQILAGGRGKGVFNSGLKGGVHLTKDPKVVGELAQQMIGYNLATKQTPKEGVKVNKVMVAEALDISRETYLAILMDRSHNGPVIVGSPQGGVDIEEVAASSPELIFKEQIDIFEGIKDSQAQRMAENLGFLGSLKNQAADQITKLYHLFLKIDATQVEVNPFGETPEGQVVCFDAKINFDDNAEFRQKDIFAMDDKSENEPIENEAARYDLKYIGL.... Result: 0 (no interaction). (5) The miRNA is dme-miR-308-3p with sequence AAUCACAGGAUUAUACUGUGAG. The protein sequence of the target gene is MTLLEPEMLMMAVQSVLQLKLQQRRTREELVSQGIMPPLKSPAAFHEQRRSLERARTEDYLKRKIRSRPERAELVRMHILEETSAEPSLQAKQLKLKRARLADDLNEKIAQRPGPMELVEKNILPVESSLKEAIIVGQVNYPKVADSSSFDEDSSDALSPEQPASHESQGSVPSPLESRVSDPLPSATSISPTQVLSQLPMAPDPGETLFLAEQPPLPPAPLLPPSLANGSIVPTAKPAPTLIKQSQPKSASEKSQRSKKAKELKPKVKKLKYHQYIPPDQKQDKGAPAMDSSYAKILQQ.... Result: 0 (no interaction).